The task is: Predict the product of the given reaction.. This data is from Forward reaction prediction with 1.9M reactions from USPTO patents (1976-2016). (1) Given the reactants [C:1]([NH:4][C@@H:5]1[CH2:10][C@H:9](N)[CH2:8][CH2:7][C@@H:6]1[N:12]1[CH2:16][CH2:15][C@H:14]([NH:17][C:18](=[O:27])[O:19][CH2:20][C:21]2[CH:26]=[CH:25][CH:24]=[CH:23][CH:22]=2)[C:13]1=[O:28])(=[O:3])[CH3:2].C(C1C(=O)C(=[O:43])C=C(C(C)(C)C)C=1)(C)(C)C, predict the reaction product. The product is: [C:1]([NH:4][C@@H:5]1[CH2:10][C:9](=[O:43])[CH2:8][CH2:7][C@@H:6]1[N:12]1[CH2:16][CH2:15][C@H:14]([NH:17][C:18](=[O:27])[O:19][CH2:20][C:21]2[CH:26]=[CH:25][CH:24]=[CH:23][CH:22]=2)[C:13]1=[O:28])(=[O:3])[CH3:2]. (2) Given the reactants [Br:1][C:2]1[CH:3]=[CH:4][C:5]([O:10][CH2:11][CH2:12][CH2:13][CH2:14][CH2:15][CH2:16][CH2:17][CH3:18])=[C:6]([CH:9]=1)[CH2:7][OH:8].N1C=CN=C1.[C:24]([Si:28]([CH3:31])([CH3:30])Cl)([CH3:27])([CH3:26])[CH3:25].C(=O)([O-])O.[Na+], predict the reaction product. The product is: [Br:1][C:2]1[CH:3]=[CH:4][C:5]([O:10][CH2:11][CH2:12][CH2:13][CH2:14][CH2:15][CH2:16][CH2:17][CH3:18])=[C:6]([CH:9]=1)[CH2:7][O:8][Si:28]([C:24]([CH3:27])([CH3:26])[CH3:25])([CH3:31])[CH3:30]. (3) The product is: [Br:25][C:2]1[CH:11]=[CH:10][C:9]([CH:12]2[CH2:14][CH2:13]2)=[CH:8][C:3]=1[C:4]([O:6][CH3:7])=[O:5]. Given the reactants N[C:2]1[CH:11]=[CH:10][C:9]([CH:12]2[CH2:14][CH2:13]2)=[CH:8][C:3]=1[C:4]([O:6][CH3:7])=[O:5].N([O-])=O.[Na+].C(OCC)(=O)C.[BrH:25], predict the reaction product.